Dataset: Forward reaction prediction with 1.9M reactions from USPTO patents (1976-2016). Task: Predict the product of the given reaction. (1) Given the reactants [O:1]([C:8]1[CH:9]=[C:10]([CH:14]=[CH:15][CH:16]=1)C(O)=O)[C:2]1[CH:7]=[CH:6][CH:5]=[CH:4][CH:3]=1.C(N1C=CN=C1)(N1C=CN=C1)=O.[Mg+].[C:30]([O:36][CH2:37][CH3:38])(=[O:35])[CH2:31][C:32]([O-])=[O:33].Cl, predict the reaction product. The product is: [O:33]=[C:32]([C:14]1[CH:15]=[CH:16][C:8]([O:1][C:2]2[CH:3]=[CH:4][CH:5]=[CH:6][CH:7]=2)=[CH:9][CH:10]=1)[CH2:31][C:30]([O:36][CH2:37][CH3:38])=[O:35]. (2) The product is: [CH2:1]([N:8]1[CH2:14][C:13]2[N:15]=[CH:16][C:17]([C:20]3[CH2:24][CH2:23][CH2:22][CH:21]=3)=[N:18][C:12]=2[O:11][CH2:10][CH2:9]1)[C:2]1[CH:7]=[CH:6][CH:5]=[CH:4][CH:3]=1. Given the reactants [CH2:1]([N:8]1[CH2:14][C:13]2[N:15]=[CH:16][C:17](Cl)=[N:18][C:12]=2[O:11][CH2:10][CH2:9]1)[C:2]1[CH:7]=[CH:6][CH:5]=[CH:4][CH:3]=1.[C:20]1(B(O)O)[CH2:24][CH2:23][CH2:22][CH:21]=1.C(=O)([O-])[O-].[Na+].[Na+].O, predict the reaction product.